Dataset: HIV replication inhibition screening data with 41,000+ compounds from the AIDS Antiviral Screen. Task: Binary Classification. Given a drug SMILES string, predict its activity (active/inactive) in a high-throughput screening assay against a specified biological target. (1) The molecule is COCOc1cc(OCOC)cc(C(=O)Oc2ccccc2)c1. The result is 0 (inactive). (2) The compound is N#Cc1cc2c(n(C3OC(CO)C(O)C(O)C3O)c1=S)CCCCCC2. The result is 0 (inactive). (3) The molecule is [Cl-].c1c[n+]([Pt-2]2([n+]3ccsc3)NCCN2)cs1. The result is 0 (inactive). (4) The molecule is O=C(Nc1ccccn1)C(=CC(=O)c1ccc(Cl)cc1)Nc1ccccc1. The result is 0 (inactive). (5) The drug is [CH2-][Pd-2]1([CH2-])[n+]2cccc3ccc4ccc[n+]1c4c32. The result is 1 (active). (6) The compound is CC1(C)C2CC1C(CCCCCC1c3cc(-c4ccccn4)ncc3C3CC1C3(C)C)c1cc(-c3ccccn3)ncc12. The result is 0 (inactive). (7) The compound is COC(=O)c1cnc(O)nc1O. The result is 0 (inactive). (8) The drug is N#Cc1ccc(C=C2C(=O)c3ccccc3C2=O)cc1. The result is 0 (inactive). (9) The molecule is OCC(O)C(O)C(O)C=NNc1nc(O)c2ccccc2n1. The result is 0 (inactive).